Dataset: Full USPTO retrosynthesis dataset with 1.9M reactions from patents (1976-2016). Task: Predict the reactants needed to synthesize the given product. Given the product [CH3:13][O:12][C:9]1[CH:10]=[C:11]2[C:6](=[CH:7][C:8]=1[O:14][CH3:15])[N:5]=[CH:4][CH:3]=[C:2]2[O:16][C:18]1[CH:23]=[CH:22][C:21]([CH2:3][CH2:2][CH3:11])=[CH:20][C:19]=1[C:9](=[O:12])[CH3:8], predict the reactants needed to synthesize it. The reactants are: Cl[C:2]1[C:11]2[C:6](=[CH:7][C:8]([O:14][CH3:15])=[C:9]([O:12][CH3:13])[CH:10]=2)[N:5]=[CH:4][CH:3]=1.[OH2:16].Cl[C:18]1[CH:23]=[CH:22][CH:21]=[CH:20][C:19]=1Cl.